Dataset: Forward reaction prediction with 1.9M reactions from USPTO patents (1976-2016). Task: Predict the product of the given reaction. (1) Given the reactants [Cl:1][C:2]1[CH:8]=[C:7]([O:9][C:10]2[C:19]3[C:14](=[CH:15][C:16]([O:22][CH3:23])=[C:17]([O:20][CH3:21])[CH:18]=3)[N:13]=[CH:12][N:11]=2)[CH:6]=[CH:5][C:3]=1[NH2:4].ClC(Cl)(O[C:28](=[O:34])OC(Cl)(Cl)Cl)Cl.[CH3:36][C:37]1[CH:49]=[CH:48][CH:47]=[CH:46][C:38]=1[CH2:39][N:40]1[CH2:44][CH2:43][CH:42]([NH2:45])[CH2:41]1.C(=O)([O-])O.[Na+], predict the reaction product. The product is: [Cl:1][C:2]1[CH:8]=[C:7]([O:9][C:10]2[C:19]3[C:14](=[CH:15][C:16]([O:22][CH3:23])=[C:17]([O:20][CH3:21])[CH:18]=3)[N:13]=[CH:12][N:11]=2)[CH:6]=[CH:5][C:3]=1[NH:4][C:28]([NH:45][CH:42]1[CH2:43][CH2:44][N:40]([CH2:39][C:38]2[CH:46]=[CH:47][CH:48]=[CH:49][C:37]=2[CH3:36])[CH2:41]1)=[O:34]. (2) Given the reactants [Br:1][C:2]1[C:3](=[O:30])[N:4]([CH2:19][C:20]2[CH:21]=[C:22]([CH:27]=[CH:28][CH:29]=2)[C:23]([O:25]C)=[O:24])[C:5]([CH3:18])=[CH:6][C:7]=1[O:8][CH2:9][C:10]1[CH:15]=[CH:14][C:13]([F:16])=[CH:12][C:11]=1[F:17].C[Si](C)(C)[O-].[K+], predict the reaction product. The product is: [Br:1][C:2]1[C:3](=[O:30])[N:4]([CH2:19][C:20]2[CH:21]=[C:22]([CH:27]=[CH:28][CH:29]=2)[C:23]([OH:25])=[O:24])[C:5]([CH3:18])=[CH:6][C:7]=1[O:8][CH2:9][C:10]1[CH:15]=[CH:14][C:13]([F:16])=[CH:12][C:11]=1[F:17]. (3) Given the reactants [F:1][C:2]1[CH:3]=[C:4]([S:8]([NH:11][C:12]2[CH:17]=[CH:16][CH:15]=[CH:14][C:13]=2[CH:18]2[C:27]([CH3:29])([CH3:28])[CH2:26][C:25]3[C:20](=[CH:21][CH:22]=[C:23]([C:30]([O:32]C)=[O:31])[CH:24]=3)[NH:19]2)(=[O:10])=[O:9])[CH:5]=[CH:6][CH:7]=1.[OH-].[Na+], predict the reaction product. The product is: [F:1][C:2]1[CH:3]=[C:4]([S:8]([NH:11][C:12]2[CH:17]=[CH:16][CH:15]=[CH:14][C:13]=2[CH:18]2[C:27]([CH3:28])([CH3:29])[CH2:26][C:25]3[C:20](=[CH:21][CH:22]=[C:23]([C:30]([OH:32])=[O:31])[CH:24]=3)[NH:19]2)(=[O:10])=[O:9])[CH:5]=[CH:6][CH:7]=1. (4) The product is: [F:9][C:3]1[C:2]([NH2:1])=[CH:7][C:6]([N:10]2[CH2:11][CH2:12][O:13][CH2:16][CH2:17]2)=[CH:5][N:4]=1. Given the reactants [NH2:1][C:2]1[C:3]([F:9])=[N:4][CH:5]=[C:6](Br)[CH:7]=1.[NH:10]1[CH2:17][CH2:16]C[C@H:11]1[C:12](O)=[O:13].C(=O)([O-])[O-].[K+].[K+].N1CCOCC1, predict the reaction product. (5) The product is: [CH2:22]=[C:21]1[C:20](=[CH2:23])[CH2:19][CH:7]2[O:6][C:11]1([C:12]1[CH:17]=[CH:16][CH:15]=[CH:14][CH:13]=1)[CH2:10][CH2:9][CH2:8]2. Given the reactants C(OCC)C.[OH:6][CH:7]([CH2:19][C:20]([CH2:23][Si](C)(C)C)=[C:21]=[CH2:22])[CH2:8][CH2:9][C:10](=O)[CH2:11][C:12]1[CH:17]=[CH:16][CH:15]=[CH:14][CH:13]=1.FC(F)(F)S(O[Si](C)(C)C)(=O)=O.O, predict the reaction product. (6) The product is: [CH2:24]([N:26]1[CH2:31][CH2:30][CH:29]([NH:32][C:19](=[O:21])[C:18]2[CH:22]=[CH:23][C:15]([O:14][CH2:13][C:3]3[C:4]([C:7]4[CH:8]=[CH:9][CH:10]=[CH:11][CH:12]=4)=[N:5][O:6][C:2]=3[CH3:1])=[N:16][CH:17]=2)[CH2:28][CH2:27]1)[CH3:25]. Given the reactants [CH3:1][C:2]1[O:6][N:5]=[C:4]([C:7]2[CH:12]=[CH:11][CH:10]=[CH:9][CH:8]=2)[C:3]=1[CH2:13][O:14][C:15]1[CH:23]=[CH:22][C:18]([C:19]([OH:21])=O)=[CH:17][N:16]=1.[CH2:24]([N:26]1[CH2:31][CH2:30][CH:29]([NH2:32])[CH2:28][CH2:27]1)[CH3:25], predict the reaction product. (7) Given the reactants [I:1][C:2]1[CH:7]=[CH:6][C:5]([O:8][C:9]([F:12])([F:11])[F:10])=[CH:4][C:3]=1[S:13][C:14]1[NH:15][C:16]2[C:21]([N:22]=1)=[C:20]([NH2:23])[N:19]=[CH:18][N:17]=2.[C:24]([O-])([O-])=O.[Cs+].[Cs+].Cl[CH2:31][CH2:32][C:33]#[CH:34], predict the reaction product. The product is: [I:1][C:2]1[CH:7]=[CH:6][C:5]([O:8][C:9]([F:11])([F:10])[F:12])=[CH:4][C:3]=1[S:13][C:14]1[N:15]([CH2:34][CH2:33][CH2:32][C:31]#[CH:24])[C:16]2[C:21]([N:22]=1)=[C:20]([NH2:23])[N:19]=[CH:18][N:17]=2.